This data is from Full USPTO retrosynthesis dataset with 1.9M reactions from patents (1976-2016). The task is: Predict the reactants needed to synthesize the given product. (1) Given the product [C:8]([O:7][C@H:6]1[C@H:11]([O:12][C:13](=[O:15])[CH3:14])[C@H:16]([O:17][C:18](=[O:20])[CH3:19])[C@H:21]([CH3:23])[O:22][C@H:5]1[O:4][CH2:1][CH2:2][NH:27][C:28](=[O:37])[O:29][CH2:30][C:31]1[CH:32]=[CH:33][CH:34]=[CH:35][CH:36]=1)(=[O:10])[CH3:9], predict the reactants needed to synthesize it. The reactants are: [C:1]([O:4][CH:5]1[O:22][C@@H:21]([CH3:23])[C@@H:16]([O:17][C:18](=[O:20])[CH3:19])[C@@H:11]([O:12][C:13](=[O:15])[CH3:14])[C@@H:6]1[O:7][C:8](=[O:10])[CH3:9])(=O)[CH3:2].OCC[NH:27][C:28](=[O:37])[O:29][CH2:30][C:31]1[CH:36]=[CH:35][CH:34]=[CH:33][CH:32]=1.B(F)(F)F.CCOCC.CCN(CC)CC. (2) Given the product [Cl:1][C:2]1[CH:3]=[CH:4][C:5]2[NH:14][CH2:13][C:12]3[CH:11]=[N:10][N:9]([CH3:16])[C:8]=3[NH:7][C:6]=2[CH:17]=1, predict the reactants needed to synthesize it. The reactants are: [Cl:1][C:2]1[CH:3]=[CH:4][C:5]2[NH:14][C:13](=O)[C:12]3[CH:11]=[N:10][N:9]([CH3:16])[C:8]=3[NH:7][C:6]=2[CH:17]=1.[H-].[Al+3].[Li+].[H-].[H-].[H-].N. (3) Given the product [F:21][C:20]([F:23])([F:22])[C:17]1[N:15]2[N:16]=[C:11]([N:24]3[CH2:29][CH2:28][CH:27]([C:30]4[CH:31]=[CH:32][C:33]([OH:36])=[CH:34][CH:35]=4)[CH2:26][CH2:25]3)[CH:12]=[CH:13][C:14]2=[N:19][N:18]=1, predict the reactants needed to synthesize it. The reactants are: CCN(C(C)C)C(C)C.Cl[C:11]1[CH:12]=[CH:13][C:14]2[N:15]([C:17]([C:20]([F:23])([F:22])[F:21])=[N:18][N:19]=2)[N:16]=1.[NH:24]1[CH2:29][CH2:28][CH:27]([C:30]2[CH:35]=[CH:34][C:33]([OH:36])=[CH:32][CH:31]=2)[CH2:26][CH2:25]1. (4) Given the product [CH3:13][C:11]1[CH:10]=[CH:9][N:8]=[C:7]([NH:1][CH:2]([CH3:5])[CH2:3][OH:4])[CH:12]=1, predict the reactants needed to synthesize it. The reactants are: [NH2:1][CH:2]([CH3:5])[CH2:3][OH:4].Cl[C:7]1[CH:12]=[C:11]([CH3:13])[CH:10]=[CH:9][N:8]=1. (5) Given the product [C:39]([CH2:38][CH2:37][C:10]1[C:11]([CH2:15][CH2:16][CH2:17][CH2:18][CH2:19][CH2:20][O:21][C:22]2[CH:27]=[C:26]([C:28]3[CH:29]=[N:30][CH:31]=[N:32][CH:33]=3)[CH:25]=[C:24]([O:34][CH2:35][CH3:36])[CH:23]=2)=[CH:12][CH:13]=[CH:14][C:9]=1[O:8][CH2:7][CH2:6][CH2:5][C:4]([OH:44])=[O:3])([OH:41])=[O:40], predict the reactants needed to synthesize it. The reactants are: C([O:3][C:4](=[O:44])[CH2:5][CH2:6][CH2:7][O:8][C:9]1[CH:14]=[CH:13][CH:12]=[C:11]([CH2:15][CH2:16][CH2:17][CH2:18][CH2:19][CH2:20][O:21][C:22]2[CH:27]=[C:26]([C:28]3[CH:29]=[N:30][CH:31]=[N:32][CH:33]=3)[CH:25]=[C:24]([O:34][CH2:35][CH3:36])[CH:23]=2)[C:10]=1[CH2:37][CH2:38][C:39]([O:41]CC)=[O:40])C.[OH-].[Na+]. (6) The reactants are: Br[C:2]1[CH:3]=[C:4]([CH:33]=[CH:34][CH:35]=1)[CH2:5][N:6]1[C:10]2[CH:11]=[C:12]([O:15][CH2:16][C:17]3[CH:22]=[CH:21][C:20]([CH3:23])=[CH:19][N:18]=3)[CH:13]=[CH:14][C:9]=2[N:8]=[C:7]1[C@H:24]1[CH2:29][CH2:28][CH2:27][CH2:26][C@H:25]1[C:30]([OH:32])=[O:31].Cl.[F:37][C:38]1([F:44])[CH2:43][CH2:42][NH:41][CH2:40][CH2:39]1. Given the product [F:37][C:38]1([F:44])[CH2:43][CH2:42][N:41]([C:2]2[CH:3]=[C:4]([CH:33]=[CH:34][CH:35]=2)[CH2:5][N:6]2[C:10]3[CH:11]=[C:12]([O:15][CH2:16][C:17]4[CH:22]=[CH:21][C:20]([CH3:23])=[CH:19][N:18]=4)[CH:13]=[CH:14][C:9]=3[N:8]=[C:7]2[C@H:24]2[CH2:29][CH2:28][CH2:27][CH2:26][C@H:25]2[C:30]([OH:32])=[O:31])[CH2:40][CH2:39]1, predict the reactants needed to synthesize it.